From a dataset of NCI-60 drug combinations with 297,098 pairs across 59 cell lines. Regression. Given two drug SMILES strings and cell line genomic features, predict the synergy score measuring deviation from expected non-interaction effect. Drug 1: CCN(CC)CCNC(=O)C1=C(NC(=C1C)C=C2C3=C(C=CC(=C3)F)NC2=O)C. Drug 2: CN(C(=O)NC(C=O)C(C(C(CO)O)O)O)N=O. Cell line: A549. Synergy scores: CSS=-2.40, Synergy_ZIP=0.0116, Synergy_Bliss=-6.68, Synergy_Loewe=-3.14, Synergy_HSA=-8.44.